From a dataset of Forward reaction prediction with 1.9M reactions from USPTO patents (1976-2016). Predict the product of the given reaction. (1) Given the reactants [NH2:1][C:2]1[C:11]2[CH:10]=[CH:9][CH:8]=[C:7](Br)[C:6]=2[N:5]=[C:4]2[CH2:13][N:14]([CH2:17][CH3:18])[C:15](=[O:16])[C:3]=12.[C:19]([C:21]1[CH:26]=[CH:25][CH:24]=[CH:23][C:22]=1B(O)O)#[N:20], predict the reaction product. The product is: [NH2:1][C:2]1[C:11]2[CH:10]=[CH:9][CH:8]=[C:7]([C:22]3[CH:23]=[CH:24][CH:25]=[CH:26][C:21]=3[C:19]#[N:20])[C:6]=2[N:5]=[C:4]2[CH2:13][N:14]([CH2:17][CH3:18])[C:15](=[O:16])[C:3]=12. (2) Given the reactants [H-].[Al+3].[Li+].[H-].[H-].[H-].[Cl:7][C:8]1[CH:16]=[C:15]2[C:11]([CH:12]=[C:13]([C:20]([O:22]C)=[O:21])[N:14]2[CH2:17][C:18]#[N:19])=[CH:10][CH:9]=1.[OH-:24].[Na+].S([O-])([O-])(=O)=[O:27].[Mg+2], predict the reaction product. The product is: [C:20]([OH:22])(=[O:21])/[CH:13]=[CH:12]/[C:11]([OH:27])=[O:24].[Cl:7][C:8]1[CH:9]=[CH:10][C:11]2[CH:12]=[C:13]3[CH2:20][NH:19][CH2:18][CH2:17][N:14]3[C:15]=2[CH:16]=1. (3) Given the reactants CC1(C)C(C)(C)OB([C:9]2[CH:10]=[CH:11][C:12]3[O:16][C:15]([CH:17]4[CH2:22][CH2:21][N:20]([C:23]([O:25][C:26]([CH3:29])([CH3:28])[CH3:27])=[O:24])[CH2:19][CH2:18]4)=[N:14][C:13]=3[CH:30]=2)O1.Br[C:33]1[CH:38]=[CH:37][C:36]([N:39]2[CH:43]=[N:42][N:41]=[N:40]2)=[CH:35][CH:34]=1, predict the reaction product. The product is: [N:39]1([C:36]2[CH:37]=[CH:38][C:33]([C:9]3[CH:10]=[CH:11][C:12]4[O:16][C:15]([CH:17]5[CH2:18][CH2:19][N:20]([C:23]([O:25][C:26]([CH3:29])([CH3:27])[CH3:28])=[O:24])[CH2:21][CH2:22]5)=[N:14][C:13]=4[CH:30]=3)=[CH:34][CH:35]=2)[CH:43]=[N:42][N:41]=[N:40]1.